Dataset: Catalyst prediction with 721,799 reactions and 888 catalyst types from USPTO. Task: Predict which catalyst facilitates the given reaction. (1) Reactant: [CH3:1][C:2]1[N:7]=[C:6]([C:8]2[C:17]3[C:12](=[CH:13][CH:14]=[CH:15][CH:16]=3)[C:11](C(O)=O)=[CH:10][CH:9]=2)[CH:5]=[CH:4][CH:3]=1.C([N:23]([CH2:26]C)CC)C.C1(P(N=[N+]=[N-])(C2C=CC=CC=2)=[O:35])C=CC=CC=1.[CH3:45][O:46][C:47]1[CH:48]=[C:49]2[C:53](=[CH:54][C:55]=1[N:56]1[CH2:61][C@H:60]([CH3:62])[N:59]([CH3:63])[C@H:58]([CH3:64])[CH2:57]1)[NH:52][CH2:51][CH2:50]2. Product: [CH3:45][O:46][C:47]1[CH:48]=[C:49]2[C:53](=[CH:54][C:55]=1[N:56]1[CH2:57][C@H:58]([CH3:64])[N:59]([CH3:63])[C@H:60]([CH3:62])[CH2:61]1)[N:52]([C:26]([NH:23][C:11]1[C:12]3[C:17](=[CH:16][CH:15]=[CH:14][CH:13]=3)[C:8]([C:6]3[CH:5]=[CH:4][CH:3]=[C:2]([CH3:1])[N:7]=3)=[CH:9][CH:10]=1)=[O:35])[CH2:51][CH2:50]2. The catalyst class is: 308. (2) Reactant: C1(P(C2C=CC=CC=2)C2C=CC3C(=CC=CC=3)C=2C2C3C(=CC=CC=3)C=CC=2P(C2C=CC=CC=2)C2C=CC=CC=2)C=CC=CC=1.C([O-])([O-])=O.[Cs+].[Cs+].Br[C:54]1[CH:55]=[CH:56][C:57]2[N:79]([CH:80]=1)[C:60]1[N:61]([C:70]3[CH:75]=[CH:74][C:73]([N+:76]([O-:78])=[O:77])=[CH:72][CH:71]=3)[C:62](=[O:69])[C:63]3[C:68]([C:59]=1[N:58]=2)=[CH:67][CH:66]=[CH:65][CH:64]=3.[N:81]1([CH2:86][CH2:87][NH2:88])[CH2:85][CH2:84][CH2:83][CH2:82]1. Product: [N+:76]([C:73]1[CH:72]=[CH:71][C:70]([N:61]2[C:60]3[N:79]4[CH:80]=[C:54]([NH:88][CH2:87][CH2:86][N:81]5[CH2:85][CH2:84][CH2:83][CH2:82]5)[CH:55]=[CH:56][C:57]4=[N:58][C:59]=3[C:68]3[C:63](=[CH:64][CH:65]=[CH:66][CH:67]=3)[C:62]2=[O:69])=[CH:75][CH:74]=1)([O-:78])=[O:77]. The catalyst class is: 12.